Dataset: Forward reaction prediction with 1.9M reactions from USPTO patents (1976-2016). Task: Predict the product of the given reaction. (1) Given the reactants CC(S([NH:7][C@@H:8]([C:10]1[CH:11]=[N:12][C:13]([C:16]([F:19])([F:18])[F:17])=[N:14][CH:15]=1)[CH3:9])=O)(C)C.Cl, predict the reaction product. The product is: [F:19][C:16]([F:17])([F:18])[C:13]1[N:12]=[CH:11][C:10]([C@H:8]([NH2:7])[CH3:9])=[CH:15][N:14]=1. (2) Given the reactants [CH:1]1[C:13]2[CH:12]([CH2:14][O:15][C:16]([NH:18][C@@H:19]([CH3:23])[C:20](O)=[O:21])=[O:17])[C:11]3[C:6](=[CH:7][CH:8]=[CH:9][CH:10]=3)[C:5]=2[CH:4]=[CH:3][CH:2]=1.F[P-](F)(F)(F)(F)F.N1(OC(N(C)C)=[N+](C)C)C2N=CC=CC=2N=N1.[CH2:48]([NH:55][C@@H:56]([CH3:64])[CH:57]([O:61][CH2:62][CH3:63])[O:58][CH2:59][CH3:60])[C:49]1[CH:54]=[CH:53][CH:52]=[CH:51][CH:50]=1.CCN(C(C)C)C(C)C, predict the reaction product. The product is: [CH2:62]([O:61][CH:57]([O:58][CH2:59][CH3:60])[C@@H:56]([N:55]([CH2:48][C:49]1[CH:54]=[CH:53][CH:52]=[CH:51][CH:50]=1)[C:20](=[O:21])[C@@H:19]([NH:18][C:16](=[O:17])[O:15][CH2:14][CH:12]1[C:11]2[CH:10]=[CH:9][CH:8]=[CH:7][C:6]=2[C:5]2[C:13]1=[CH:1][CH:2]=[CH:3][CH:4]=2)[CH3:23])[CH3:64])[CH3:63]. (3) Given the reactants CS([C:5]1[N:6]=[C:7]([S:14][C:15]2[CH:20]=[CH:19][C:18]([NH:21][C:22]([CH:24]3[CH2:26][CH2:25]3)=[O:23])=[CH:17][CH:16]=2)[C:8]2[CH2:13][O:12][CH2:11][C:9]=2[N:10]=1)(=O)=O.[CH3:27][C:28]1[CH:32]=[C:31]([NH2:33])[NH:30][N:29]=1, predict the reaction product. The product is: [CH3:27][C:28]1[CH:32]=[C:31]([NH:33][C:5]2[N:6]=[C:7]([S:14][C:15]3[CH:20]=[CH:19][C:18]([NH:21][C:22]([CH:24]4[CH2:26][CH2:25]4)=[O:23])=[CH:17][CH:16]=3)[C:8]3[CH2:13][O:12][CH2:11][C:9]=3[N:10]=2)[NH:30][N:29]=1. (4) Given the reactants [CH3:1][C:2]1([CH3:47])[CH2:10][C:9]2[N:8]([CH2:11][O:12][CH2:13][CH2:14][Si:15]([CH3:18])([CH3:17])[CH3:16])[N:7]=[C:6]([C:19]3[N:20]([CH2:39][O:40][CH2:41][CH2:42][Si:43]([CH3:46])([CH3:45])[CH3:44])[C:21]4[C:26]([CH:27]=3)=[CH:25][CH:24]=[C:23]([NH:28][C:29](=[O:38])[O:30][CH2:31][C:32]3[CH:37]=[CH:36][CH:35]=[CH:34][CH:33]=3)[CH:22]=4)[C:5]=2[CH2:4][CH2:3]1.[H-].[Na+].CI.[C:52](OCC)(=O)C, predict the reaction product. The product is: [CH3:1][C:2]1([CH3:47])[CH2:10][C:9]2[N:8]([CH2:11][O:12][CH2:13][CH2:14][Si:15]([CH3:16])([CH3:17])[CH3:18])[N:7]=[C:6]([C:19]3[N:20]([CH2:39][O:40][CH2:41][CH2:42][Si:43]([CH3:45])([CH3:44])[CH3:46])[C:21]4[C:26]([CH:27]=3)=[CH:25][CH:24]=[C:23]([N:28]([CH3:52])[C:29](=[O:38])[O:30][CH2:31][C:32]3[CH:37]=[CH:36][CH:35]=[CH:34][CH:33]=3)[CH:22]=4)[C:5]=2[CH2:4][CH2:3]1. (5) Given the reactants [C:1]1([CH:7]2[N:12]([S:13]([C:16]3[CH:21]=[CH:20][C:19]([CH3:22])=[CH:18][CH:17]=3)(=[O:15])=[O:14])[CH2:11][CH:10]3[C:8]2(C(O)=O)[CH2:9]3)[CH:6]=[CH:5][CH:4]=[CH:3][CH:2]=1.C([N:28]([CH2:31]C)CC)C.C1(P(N=[N+]=[N-])(C2C=CC=CC=2)=[O:40])C=CC=CC=1.[C:50]([OH:54])([CH3:53])([CH3:52])[CH3:51], predict the reaction product. The product is: [C:50]([O:54][C:31](=[O:40])[NH:28][C:8]12[CH2:9][CH:10]1[CH2:11][N:12]([S:13]([C:16]1[CH:21]=[CH:20][C:19]([CH3:22])=[CH:18][CH:17]=1)(=[O:14])=[O:15])[CH:7]2[C:1]1[CH:6]=[CH:5][CH:4]=[CH:3][CH:2]=1)([CH3:53])([CH3:52])[CH3:51]. (6) The product is: [C:28]1([C:35]2[CH:36]=[CH:37][CH:38]=[CH:39][CH:40]=2)[CH:33]=[CH:32][C:31]([O:8][CH2:7][C:6]2[CH:5]=[CH:4][O:3][C:2]=2[CH3:1])=[CH:30][CH:29]=1. Given the reactants [CH3:1][C:2]1[O:3][CH:4]=[CH:5][C:6]=1[CH2:7][OH:8].C1(P(C2C=CC=CC=2)C2C=CC=CC=2)C=CC=CC=1.[C:28]1([C:35]2[CH:40]=[CH:39][CH:38]=[CH:37][CH:36]=2)[CH:33]=[CH:32][C:31](O)=[CH:30][CH:29]=1.CC(OC(/N=N/C(OC(C)C)=O)=O)C, predict the reaction product.